Dataset: Catalyst prediction with 721,799 reactions and 888 catalyst types from USPTO. Task: Predict which catalyst facilitates the given reaction. (1) Reactant: Br[C:2]1[CH:7]=[CH:6][C:5]([C:8]([CH2:24][CH2:25][CH2:26][CH3:27])=[C:9]([C:17]2[CH:22]=[CH:21][C:20]([OH:23])=[CH:19][CH:18]=2)[C:10]2[CH:15]=[CH:14][C:13]([OH:16])=[CH:12][CH:11]=2)=[CH:4][CH:3]=1.CCN(CC)CC.[CH2:35]([O:37][C:38](=[O:41])[CH:39]=[CH2:40])[CH3:36]. Product: [CH2:24]([C:8]([C:5]1[CH:6]=[CH:7][C:2](/[CH:40]=[CH:39]/[C:38]([O:37][CH2:35][CH3:36])=[O:41])=[CH:3][CH:4]=1)=[C:9]([C:10]1[CH:11]=[CH:12][C:13]([OH:16])=[CH:14][CH:15]=1)[C:17]1[CH:18]=[CH:19][C:20]([OH:23])=[CH:21][CH:22]=1)[CH2:25][CH2:26][CH3:27]. The catalyst class is: 3. (2) Reactant: [C:1]([O:4][CH2:5][C:6]([CH3:46])([CH3:45])[CH2:7][N:8]1[C:14]2[CH:15]=[CH:16][C:17]([Cl:19])=[CH:18][C:13]=2[C@@H:12]([C:20]2[CH:25]=[CH:24][CH:23]=[C:22]([O:26][CH3:27])[C:21]=2[O:28][CH3:29])[O:11][C@H:10]([CH2:30][C:31]([NH:33][C@H:34]([C:41](=O)[CH3:42])[CH2:35][CH2:36][C:37]([O:39][CH3:40])=[O:38])=O)[C:9]1=[O:44])(=[O:3])[CH3:2].COC1C=CC(P2(SP(C3C=CC(OC)=CC=3)(=S)S2)=[S:56])=CC=1. Product: [C:1]([O:4][CH2:5][C:6]([CH3:46])([CH3:45])[CH2:7][N:8]1[C:14]2[CH:15]=[CH:16][C:17]([Cl:19])=[CH:18][C:13]=2[C@@H:12]([C:20]2[CH:25]=[CH:24][CH:23]=[C:22]([O:26][CH3:27])[C:21]=2[O:28][CH3:29])[O:11][C@H:10]([CH2:30][C:31]2[S:56][C:41]([CH3:42])=[C:34]([CH2:35][CH2:36][C:37]([O:39][CH3:40])=[O:38])[N:33]=2)[C:9]1=[O:44])(=[O:3])[CH3:2]. The catalyst class is: 1. (3) The catalyst class is: 8. Reactant: C1([C:7]2[N:11]([C:12]3[CH:17]=[CH:16][C:15]([O:18][C:19]([F:22])([F:21])[F:20])=[CH:14][CH:13]=3)[N:10]=[CH:9][C:8]=2[CH2:23][C:24]2[CH:31]=[CH:30][C:27]([C:28]#N)=[CH:26][CH:25]=2)CCCCC1.[OH2:32].[OH-:33].[K+]. Product: [CH2:12]1[CH2:17][CH:16]([CH:23]([C:24]2[CH:31]=[CH:30][C:27]([C:28]([OH:33])=[O:32])=[CH:26][CH:25]=2)[C:8]2[CH:9]=[N:10][N:11]([C:12]3[CH:13]=[CH:14][C:15]([O:18][C:19]([F:22])([F:20])[F:21])=[CH:16][CH:17]=3)[CH:7]=2)[CH2:15][CH2:14][CH2:13]1. (4) Reactant: F[C:2]1[CH:7]=[CH:6][C:5]([N+:8]([O-])=O)=[CH:4][CH:3]=1.[CH2:11]([O:13][C:14]([CH:16]1[CH2:21][O:20][CH2:19][CH2:18][NH:17]1)=[O:15])[CH3:12].C(N(C(C)C)CC)(C)C. Product: [CH2:11]([O:13][C:14]([CH:16]1[CH2:21][O:20][CH2:19][CH2:18][N:17]1[C:2]1[CH:7]=[CH:6][C:5]([NH2:8])=[CH:4][CH:3]=1)=[O:15])[CH3:12]. The catalyst class is: 16.